Task: Binary classification across 12 toxicity assays.. Dataset: Tox21: 12 toxicity assays (nuclear receptors and stress response pathways) (1) The compound is CCC(=O)Oc1ccc2c(c1)CC[C@@H]1[C@@H]2CC[C@]2(C)[C@@H](OC(=O)CC)CC[C@@H]12. It tested positive (active) for: NR-AR (Androgen Receptor agonist activity), NR-AR-LBD (Androgen Receptor Ligand Binding Domain agonist), NR-ER (Estrogen Receptor agonist activity), and NR-ER-LBD (Estrogen Receptor Ligand Binding Domain agonist). (2) The drug is C[C@@H]1O[C@@H]1P(=O)([O-])[O-]. It tested positive (active) for: NR-ER (Estrogen Receptor agonist activity). (3) The molecule is CN(C)C(=S)SC(=S)N(C)C. It tested positive (active) for: NR-ER-LBD (Estrogen Receptor Ligand Binding Domain agonist), SR-ATAD5 (ATAD5 genotoxicity (DNA damage)), and SR-HSE (Heat Shock Element response). (4) The molecule is O=C1OC(=O)c2cccc3cccc1c23. It tested positive (active) for: NR-AhR (Aryl hydrocarbon Receptor agonist activity), and SR-MMP (Mitochondrial Membrane Potential disruption). (5) The drug is O=C(Oc1ccccc1)c1ccc(O)cc1. It tested positive (active) for: NR-ER (Estrogen Receptor agonist activity), and NR-ER-LBD (Estrogen Receptor Ligand Binding Domain agonist). (6) The drug is O=C1c2c(O)ccc(O)c2C(=O)c2c(NCCNCCO)ccc(NCCNCCO)c21. It tested positive (active) for: SR-ATAD5 (ATAD5 genotoxicity (DNA damage)), and SR-p53 (p53 tumor suppressor activation).